This data is from TCR-epitope binding with 47,182 pairs between 192 epitopes and 23,139 TCRs. The task is: Binary Classification. Given a T-cell receptor sequence (or CDR3 region) and an epitope sequence, predict whether binding occurs between them. (1) The epitope is PKYVKQNTLKLAT. The TCR CDR3 sequence is CASSLAPGQHNEQFF. Result: 1 (the TCR binds to the epitope). (2) Result: 0 (the TCR does not bind to the epitope). The TCR CDR3 sequence is CASSSGPPAKAFF. The epitope is SLFNTVATLY. (3) The epitope is HLVDFQVTI. The TCR CDR3 sequence is CASSSSTDRGGLAGGIEQFF. Result: 1 (the TCR binds to the epitope). (4) The epitope is NLWNTFTRL. The TCR CDR3 sequence is CASSRYRVEAEAFF. Result: 0 (the TCR does not bind to the epitope). (5) The epitope is LPRRSGAAGA. The TCR CDR3 sequence is CASSLGMFDQPQHF. Result: 1 (the TCR binds to the epitope). (6) The TCR CDR3 sequence is CASKGTGELFF. Result: 0 (the TCR does not bind to the epitope). The epitope is FLYNLLTRV. (7) The epitope is PROT_97E67BCC. The TCR CDR3 sequence is CASSSDPSGGGIDTQYF. Result: 0 (the TCR does not bind to the epitope). (8) The epitope is GLCTLVAML. The TCR CDR3 sequence is CASSQNQDMGTEAFF. Result: 1 (the TCR binds to the epitope). (9) The TCR CDR3 sequence is CASAGSSYNEQFF. Result: 0 (the TCR does not bind to the epitope). The epitope is LEPLVDLPI.